This data is from HIV replication inhibition screening data with 41,000+ compounds from the AIDS Antiviral Screen. The task is: Binary Classification. Given a drug SMILES string, predict its activity (active/inactive) in a high-throughput screening assay against a specified biological target. (1) The compound is CC(=O)OC1C(=O)OC2COC(c3ccccc3)OC21. The result is 0 (inactive). (2) The drug is CC1=C2C(=O)C3C(CC=C4CC(O)CCC43C)C2CCC12OC1CC(C)CNC1C2C. The result is 0 (inactive). (3) The molecule is Oc1cc2cc(O)nc(O)c2c(O)n1. The result is 0 (inactive). (4) The molecule is COc1ccc(N2C(=O)C3c4[nH]c5ccc(Br)cc5c4C4CCC(C(C)(C)C)CC4C3C2=O)cc1. The result is 0 (inactive). (5) The molecule is COc1ccc(OC)c(NC(=O)CCCC(CC(=O)c2ccc(O)c(OC)c2)=NNc2nnc(C)n2N)c1. The result is 0 (inactive). (6) The compound is CC(=O)Nc1ccc(C=CC(=O)c2sc(-c3cccnc3)nc2C)cc1. The result is 0 (inactive). (7) The molecule is CC(=O)Nc1c(I)c(NC(C)=O)c(I)c(C(=O)O)c1I. The result is 0 (inactive). (8) The result is 0 (inactive). The compound is O=CC(=C(Br)I)c1ccccc1.